This data is from Catalyst prediction with 721,799 reactions and 888 catalyst types from USPTO. The task is: Predict which catalyst facilitates the given reaction. (1) Reactant: C([Sn](CCCC)(CCCC)[C:6]1[S:7][C:8]([Cl:11])=[CH:9][CH:10]=1)CCC.[CH3:20][O:21][C:22](=[O:41])[C:23]1[CH:28]=[CH:27][C:26]([O:29][C:30]2[C:39]3[CH2:38][CH2:37][CH2:36][CH2:35][C:34]=3[N:33]=[C:32](Cl)[N:31]=2)=[CH:25][CH:24]=1.C(OCC)(=O)C.O. Product: [CH3:20][O:21][C:22](=[O:41])[C:23]1[CH:24]=[CH:25][C:26]([O:29][C:30]2[C:39]3[CH2:38][CH2:37][CH2:36][CH2:35][C:34]=3[N:33]=[C:32]([C:6]3[S:7][C:8]([Cl:11])=[CH:9][CH:10]=3)[N:31]=2)=[CH:27][CH:28]=1. The catalyst class is: 233. (2) Reactant: [C:1]([OH:11])(=O)/[CH:2]=[CH:3]/[C:4]1[CH:9]=[CH:8][CH:7]=[CH:6][CH:5]=1.CS([N:16]1[C:20]2[CH:21]=[CH:22][CH:23]=[CH:24][C:19]=2[N:18]=[N:17]1)(=O)=O.C(N(CC)CC)C. Product: [N:16]1([C:1](=[O:11])/[CH:2]=[CH:3]/[C:4]2[CH:5]=[CH:6][CH:7]=[CH:8][CH:9]=2)[C:20]2[CH:21]=[CH:22][CH:23]=[CH:24][C:19]=2[N:18]=[N:17]1. The catalyst class is: 841.